This data is from Full USPTO retrosynthesis dataset with 1.9M reactions from patents (1976-2016). The task is: Predict the reactants needed to synthesize the given product. (1) Given the product [CH3:43][C@@H:35]([NH:34][C:33](=[O:44])[CH:8]([NH2:7])[CH2:9][CH2:10][CH2:11][NH:12]/[C:13](/[NH2:32])=[N:14]/[S:15]([C:18]1[C:19]([CH3:31])=[C:20]([CH3:30])[C:21]2[O:25][C:24]([CH3:27])([CH3:26])[CH2:23][C:22]=2[C:28]=1[CH3:29])(=[O:17])=[O:16])[CH2:36][C:37]1[CH:42]=[CH:41][CH:40]=[CH:39][CH:38]=1, predict the reactants needed to synthesize it. The reactants are: C(OC(=O)[NH:7][CH:8]([C:33](=[O:44])[NH:34][C@H:35]([CH3:43])[CH2:36][C:37]1[CH:42]=[CH:41][CH:40]=[CH:39][CH:38]=1)[CH2:9][CH2:10][CH2:11][NH:12]/[C:13](/[NH2:32])=[N:14]/[S:15]([C:18]1[C:19]([CH3:31])=[C:20]([CH3:30])[C:21]2[O:25][C:24]([CH3:27])([CH3:26])[CH2:23][C:22]=2[C:28]=1[CH3:29])(=[O:17])=[O:16])(C)(C)C.Cl.O1CCOCC1.CCOCC. (2) Given the product [CH3:1][O:2][C:3](=[O:14])[C:4]1[CH:5]=[CH:6][C:7]([C:10]([NH:12][NH:13][C:49](=[O:50])[CH2:48][NH:47][C:44](=[O:46])[CH3:45])=[O:11])=[CH:8][CH:9]=1, predict the reactants needed to synthesize it. The reactants are: [CH3:1][O:2][C:3](=[O:14])[C:4]1[CH:9]=[CH:8][C:7]([C:10]([NH:12][NH2:13])=[O:11])=[CH:6][CH:5]=1.CCN=C=NCCCN(C)C.Cl.C1C=CC2N(O)N=NC=2C=1.C(N(CC)CC)C.[C:44]([NH:47][CH2:48][C:49](O)=[O:50])(=[O:46])[CH3:45]. (3) The reactants are: C(OC([N:8]1[CH2:12][CH2:11][CH2:10][C@@H:9]1[CH2:13][O:14][C:15]1[CH:20]=[CH:19][C:18]([O:21][C:22]2[CH:27]=[CH:26][C:25]([O:28][C:29]([F:32])([F:31])[F:30])=[CH:24][CH:23]=2)=[CH:17][CH:16]=1)=O)(C)(C)C.[ClH:33]. Given the product [ClH:33].[F:31][C:29]([F:30])([F:32])[O:28][C:25]1[CH:26]=[CH:27][C:22]([O:21][C:18]2[CH:19]=[CH:20][C:15]([O:14][CH2:13][C@H:9]3[CH2:10][CH2:11][CH2:12][NH:8]3)=[CH:16][CH:17]=2)=[CH:23][CH:24]=1, predict the reactants needed to synthesize it.